Dataset: Full USPTO retrosynthesis dataset with 1.9M reactions from patents (1976-2016). Task: Predict the reactants needed to synthesize the given product. (1) Given the product [C:1]1([CH:7]=[CH:8][NH:9][C:24]([N:21]2[CH2:20][CH2:19][N:18]([C:13]3[CH:12]=[C:11]([CH3:10])[CH:16]=[C:15]([CH3:17])[CH:14]=3)[CH2:23][CH2:22]2)=[O:25])[CH:6]=[CH:5][CH:4]=[CH:3][CH:2]=1, predict the reactants needed to synthesize it. The reactants are: [C:1]1([CH:7]=[CH:8][NH2:9])[CH:6]=[CH:5][CH:4]=[CH:3][CH:2]=1.[CH3:10][C:11]1[CH:12]=[C:13]([N:18]2[CH2:23][CH2:22][NH:21][CH2:20][CH2:19]2)[CH:14]=[C:15]([CH3:17])[CH:16]=1.[C:24](N1C=CN=C1)(N1C=CN=C1)=[O:25].C1CCN2C(=NCCC2)CC1. (2) Given the product [CH3:1][S:2]([CH2:5][CH2:6][O:7][S:9]([CH2:8][CH3:13])(=[O:11])=[O:10])(=[O:4])=[O:3], predict the reactants needed to synthesize it. The reactants are: [CH3:1][S:2]([CH2:5][CH2:6][OH:7])(=[O:4])=[O:3].[CH3:8][S:9](Cl)(=[O:11])=[O:10].[CH2:13](N(CC)CC)C.